The task is: Regression. Given two drug SMILES strings and cell line genomic features, predict the synergy score measuring deviation from expected non-interaction effect.. This data is from NCI-60 drug combinations with 297,098 pairs across 59 cell lines. (1) Drug 1: CCC1=C2CN3C(=CC4=C(C3=O)COC(=O)C4(CC)O)C2=NC5=C1C=C(C=C5)O. Drug 2: C1=NNC2=C1C(=O)NC=N2. Cell line: T-47D. Synergy scores: CSS=30.4, Synergy_ZIP=2.75, Synergy_Bliss=5.04, Synergy_Loewe=-33.6, Synergy_HSA=3.21. (2) Drug 1: COC1=CC(=CC(=C1O)OC)C2C3C(COC3=O)C(C4=CC5=C(C=C24)OCO5)OC6C(C(C7C(O6)COC(O7)C8=CC=CS8)O)O. Drug 2: C1C(C(OC1N2C=NC(=NC2=O)N)CO)O. Cell line: SK-MEL-5. Synergy scores: CSS=22.7, Synergy_ZIP=-5.51, Synergy_Bliss=4.90, Synergy_Loewe=-5.54, Synergy_HSA=2.46. (3) Drug 1: CN1C(=O)N2C=NC(=C2N=N1)C(=O)N. Drug 2: C1CNP(=O)(OC1)N(CCCl)CCCl. Cell line: SF-295. Synergy scores: CSS=0.486, Synergy_ZIP=0.323, Synergy_Bliss=-1.75, Synergy_Loewe=-2.22, Synergy_HSA=-3.78. (4) Drug 1: C1C(C(OC1N2C=C(C(=O)NC2=O)F)CO)O. Drug 2: C1=NNC2=C1C(=O)NC=N2. Cell line: MALME-3M. Synergy scores: CSS=8.50, Synergy_ZIP=-3.98, Synergy_Bliss=-1.97, Synergy_Loewe=-12.0, Synergy_HSA=-1.87. (5) Drug 1: CC12CCC3C(C1CCC2O)C(CC4=C3C=CC(=C4)O)CCCCCCCCCS(=O)CCCC(C(F)(F)F)(F)F. Drug 2: COC1=NC(=NC2=C1N=CN2C3C(C(C(O3)CO)O)O)N. Cell line: HOP-62. Synergy scores: CSS=12.3, Synergy_ZIP=-2.41, Synergy_Bliss=1.04, Synergy_Loewe=2.62, Synergy_HSA=0.843.